From a dataset of Reaction yield outcomes from USPTO patents with 853,638 reactions. Predict the reaction yield, written as a fraction of the theoretical maximum amount of product (1.0 means a 100% yield; for example, 0.34 means a 34% yield). (1) The reactants are [CH3:1][C:2]1([CH3:14])[CH:6]([C:7]#[C:8][Si](C)(C)C)[O:5][C:4](=[O:13])[NH:3]1.C([O-])([O-])=O.[K+].[K+]. The catalyst is CO. The product is [CH3:1][C:2]1([CH3:14])[CH:6]([C:7]#[CH:8])[O:5][C:4](=[O:13])[NH:3]1. The yield is 0.530. (2) The reactants are [CH3:1][N:2]([CH3:17])[CH2:3][CH2:4][O:5][C:6]1[CH:11]=[CH:10][C:9]([CH2:12][CH2:13][CH2:14][CH2:15][NH2:16])=[CH:8][CH:7]=1.[C:18]([O:22][C:23]([NH:25][C:26](=[N:29][C:30]([C:32]1[C:37]([NH2:38])=[N:36][C:35]([NH2:39])=[C:34]([Cl:40])[N:33]=1)=[O:31])SC)=[O:24])([CH3:21])([CH3:20])[CH3:19]. The catalyst is C1COCC1.C(N(CC)CC)C. The product is [C:18]([O:22][C:23]([NH:25][C:26]([NH:29][C:30]([C:32]1[C:37]([NH2:38])=[N:36][C:35]([NH2:39])=[C:34]([Cl:40])[N:33]=1)=[O:31])=[N:16][CH2:15][CH2:14][CH2:13][CH2:12][C:9]1[CH:10]=[CH:11][C:6]([O:5][CH2:4][CH2:3][N:2]([CH3:1])[CH3:17])=[CH:7][CH:8]=1)=[O:24])([CH3:21])([CH3:19])[CH3:20]. The yield is 0.600. (3) The reactants are [Cl:1][C:2]1[C:7]([C:8]([O:10]CC)=[O:9])=[C:6]([Cl:13])[CH:5]=[C:4]([CH3:14])[N:3]=1.[OH-].[Na+].OS(O)(=O)=O. The catalyst is O.CO. The product is [Cl:1][C:2]1[C:7]([C:8]([OH:10])=[O:9])=[C:6]([Cl:13])[CH:5]=[C:4]([CH3:14])[N:3]=1. The yield is 0.660.